Task: Regression. Given a peptide amino acid sequence and an MHC pseudo amino acid sequence, predict their binding affinity value. This is MHC class I binding data.. Dataset: Peptide-MHC class I binding affinity with 185,985 pairs from IEDB/IMGT (1) The peptide sequence is NSPVFNYNK. The MHC is HLA-A03:01 with pseudo-sequence HLA-A03:01. The binding affinity (normalized) is 0.0847. (2) The peptide sequence is MHYKLDEVL. The MHC is HLA-B35:01 with pseudo-sequence HLA-B35:01. The binding affinity (normalized) is 0.0847. (3) The peptide sequence is IPERLERWH. The MHC is Mamu-B03 with pseudo-sequence Mamu-B03. The binding affinity (normalized) is 0. (4) The peptide sequence is SLLKTHRMCK. The MHC is HLA-A33:01 with pseudo-sequence HLA-A33:01. The binding affinity (normalized) is 0.183.